This data is from Forward reaction prediction with 1.9M reactions from USPTO patents (1976-2016). The task is: Predict the product of the given reaction. (1) Given the reactants [Cl:1][C:2]1[C:10]([C:11]#[N:12])=[CH:9][CH:8]=[C:7]2[C:3]=1[CH:4]=[C:5]([CH:13]([F:15])[F:14])[NH:6]2.Cl[CH2:17][C:18]1[S:19][C:20]([CH:23]2[CH2:25][CH2:24]2)=[N:21][N:22]=1, predict the reaction product. The product is: [Cl:1][C:2]1[C:10]([C:11]#[N:12])=[CH:9][CH:8]=[C:7]2[C:3]=1[CH:4]=[C:5]([CH:13]([F:14])[F:15])[N:6]2[CH2:17][C:18]1[S:19][C:20]([CH:23]2[CH2:25][CH2:24]2)=[N:21][N:22]=1. (2) Given the reactants [CH3:1][O:2][C:3]1[CH:4]=[C:5]2[C:9](=[CH:10][CH:11]=1)[C:8](=[O:12])[CH2:7][CH2:6]2.[C:13]1([C:19]2[C:23]([CH:24]=O)=[C:22]([CH3:26])[O:21][N:20]=2)[CH:18]=[CH:17][CH:16]=[CH:15][CH:14]=1.[OH-].[Na+], predict the reaction product. The product is: [CH3:1][O:2][C:3]1[CH:4]=[C:5]2[C:9](=[CH:10][CH:11]=1)[C:8](=[O:12])[C:7](=[CH:24][C:23]1[C:19]([C:13]3[CH:18]=[CH:17][CH:16]=[CH:15][CH:14]=3)=[N:20][O:21][C:22]=1[CH3:26])[CH2:6]2.